Dataset: Full USPTO retrosynthesis dataset with 1.9M reactions from patents (1976-2016). Task: Predict the reactants needed to synthesize the given product. (1) Given the product [CH2:22]([O:8][C:5]1[CH:6]=[CH:7][C:2]([Br:1])=[CH:3][C:4]=1[C:9]1[O:10][C:11]2[CH:17]=[CH:16][C:15]([CH3:18])=[CH:14][C:12]=2[N:13]=1)[C:23]1[CH:28]=[CH:27][CH:26]=[CH:25][CH:24]=1, predict the reactants needed to synthesize it. The reactants are: [Br:1][C:2]1[CH:7]=[CH:6][C:5]([OH:8])=[C:4]([C:9]2[O:10][C:11]3[CH:17]=[CH:16][C:15]([CH3:18])=[CH:14][C:12]=3[N:13]=2)[CH:3]=1.[H-].[Na+].Cl[CH2:22][C:23]1[CH:28]=[CH:27][CH:26]=[CH:25][CH:24]=1. (2) Given the product [CH3:24][Si:23]([CH3:26])([CH3:25])[CH2:22][CH2:21][O:20][CH2:19][N:10]1[C:11]2[C:12](=[O:17])[NH:13][CH:14]=[CH:15][C:16]=2[N:8]=[CH:9]1.[CH3:24][Si:23]([CH3:26])([CH3:25])[CH2:22][CH2:21][O:20][CH2:19][N:8]1[C:16]2[CH:15]=[CH:14][NH:13][C:12](=[O:17])[C:11]=2[N:10]=[CH:9]1, predict the reactants needed to synthesize it. The reactants are: [H-].[Na+].CN(C)C=O.[N:8]1[C:16]2[CH:15]=[CH:14][NH:13][C:12](=[O:17])[C:11]=2[NH:10][CH:9]=1.Cl[CH2:19][O:20][CH2:21][CH2:22][Si:23]([CH3:26])([CH3:25])[CH3:24].